From a dataset of Forward reaction prediction with 1.9M reactions from USPTO patents (1976-2016). Predict the product of the given reaction. (1) Given the reactants [CH3:1][S:2]([OH:5])(=[O:4])=[O:3].[Si]([O:13][CH2:14][CH2:15][N:16]([C:42]#[N:43])[C:17]1[CH:22]=[CH:21][C:20]([NH:23][C:24]([C:26]2[N:27]=[C:28]([CH3:41])[S:29][C:30]=2[C:31]([NH:33][C:34]2[CH:39]=[CH:38][C:37]([Cl:40])=[CH:36][N:35]=2)=[O:32])=[O:25])=[CH:19][CH:18]=1)(C(C)(C)C)(C)C, predict the reaction product. The product is: [CH3:1][S:2]([OH:5])(=[O:4])=[O:3].[Cl:40][C:37]1[CH:38]=[CH:39][C:34]([NH:33][C:31]([C:30]2[S:29][C:28]([CH3:41])=[N:27][C:26]=2[C:24]([NH:23][C:20]2[CH:19]=[CH:18][C:17]([N:16]3[CH2:15][CH2:14][O:13][C:42]3=[NH:43])=[CH:22][CH:21]=2)=[O:25])=[O:32])=[N:35][CH:36]=1. (2) Given the reactants [NH2:1][C:2]1[C:3]([C:18]2[CH:26]=[CH:25][C:21]([C:22]([OH:24])=O)=[CH:20][C:19]=2[CH3:27])=[N:4][CH:5]=[CH:6][C:7]=1[C:8](=[O:17])[C:9]1[CH:14]=[CH:13][C:12]([F:15])=[CH:11][C:10]=1[F:16].[N:28]1([CH2:34][CH2:35][NH2:36])[CH2:33][CH2:32][O:31][CH2:30][CH2:29]1.F[P-](F)(F)(F)(F)F.N1(OC(N(C)C)=[N+](C)C)C2C=CC=CC=2N=N1.C(N(C(C)C)CC)(C)C, predict the reaction product. The product is: [NH2:1][C:2]1[C:3]([C:18]2[CH:26]=[CH:25][C:21]([C:22]([NH:36][CH2:35][CH2:34][N:28]3[CH2:33][CH2:32][O:31][CH2:30][CH2:29]3)=[O:24])=[CH:20][C:19]=2[CH3:27])=[N:4][CH:5]=[CH:6][C:7]=1[C:8](=[O:17])[C:9]1[CH:14]=[CH:13][C:12]([F:15])=[CH:11][C:10]=1[F:16]. (3) The product is: [Br:1][C:2]1[CH:3]=[C:4]([C:10]2[CH:17]=[CH:16][C:15]([C:18]([F:21])([F:20])[F:19])=[CH:14][C:11]=2[CH2:12][NH:24][CH2:22][CH3:23])[C:5]([O:8][CH3:9])=[N:6][CH:7]=1. Given the reactants [Br:1][C:2]1[CH:3]=[C:4]([C:10]2[CH:17]=[CH:16][C:15]([C:18]([F:21])([F:20])[F:19])=[CH:14][C:11]=2[CH:12]=O)[C:5]([O:8][CH3:9])=[N:6][CH:7]=1.[CH2:22]([NH2:24])[CH3:23], predict the reaction product. (4) Given the reactants CC(OC(/N=N/C(OC(C)C)=O)=O)C.[OH:15][CH2:16][C@@H:17]1[O:21][C:20](=[O:22])[N:19]([C:23]2[CH:28]=[CH:27][CH:26]=[CH:25][CH:24]=2)[CH2:18]1.C1(P(C2C=CC=CC=2)C2C=CC=CC=2)C=CC=CC=1.O[C:49]1[CH:53]=[N:52][S:51][N:50]=1, predict the reaction product. The product is: [S:51]1[N:52]=[CH:53][C:49]([O:15][CH2:16][C@@H:17]2[O:21][C:20](=[O:22])[N:19]([C:23]3[CH:24]=[CH:25][CH:26]=[CH:27][CH:28]=3)[CH2:18]2)=[N:50]1. (5) Given the reactants C[O:2][C:3](=[O:34])[C:4]1[CH:9]=[CH:8][C:7]([CH2:10][NH:11][C:12](=[O:33])[C:13]2[CH:18]=[CH:17][CH:16]=[C:15]([C:19]3[N:20]=[N:21][N:22]([CH2:24][C:25]4[CH:30]=[CH:29][C:28]([O:31][CH3:32])=[CH:27][CH:26]=4)[N:23]=3)[CH:14]=2)=[CH:6][CH:5]=1.O.[OH-].[Li+], predict the reaction product. The product is: [CH3:32][O:31][C:28]1[CH:27]=[CH:26][C:25]([CH2:24][N:22]2[N:21]=[N:20][C:19]([C:15]3[CH:14]=[C:13]([CH:18]=[CH:17][CH:16]=3)[C:12]([NH:11][CH2:10][C:7]3[CH:6]=[CH:5][C:4]([C:3]([OH:34])=[O:2])=[CH:9][CH:8]=3)=[O:33])=[N:23]2)=[CH:30][CH:29]=1. (6) Given the reactants O.O.O.O.C([O-])(=[O:7])C.[Mn+2:9].C([O-])(=O)C.[C:14]([OH:20])(=[O:19])[CH2:15][C:16]([OH:18])=[O:17], predict the reaction product. The product is: [OH2:7].[C:14]([O-:20])(=[O:19])[CH2:15][C:16]([O-:18])=[O:17].[Mn+2:9]. (7) Given the reactants C(O)(=O)C.C(O[BH-](OC(=O)C)OC(=O)C)(=O)C.[Na+].[Cl:19][C:20]1[N:25]=[C:24]([NH:26][CH:27]2[CH2:32][CH2:31][O:30][CH2:29][CH2:28]2)[C:23]([NH2:33])=[CH:22][N:21]=1.[CH3:34][O:35][C:36]1[CH:43]=[C:42]([O:44][CH3:45])[CH:41]=[CH:40][C:37]=1[CH:38]=O.C(=O)([O-])[O-].[K+].[K+], predict the reaction product. The product is: [Cl:19][C:20]1[N:25]=[C:24]([NH:26][CH:27]2[CH2:28][CH2:29][O:30][CH2:31][CH2:32]2)[C:23]([NH:33][CH2:38][C:37]2[CH:40]=[CH:41][C:42]([O:44][CH3:45])=[CH:43][C:36]=2[O:35][CH3:34])=[CH:22][N:21]=1. (8) Given the reactants [Cl:1][C:2]1[CH:3]=[C:4]([N:13]([CH2:21][CH3:22])[CH:14]2[CH2:19][CH2:18][N:17]([CH3:20])[CH2:16][CH2:15]2)[C:5]([CH3:12])=[C:6]([CH:11]=1)[C:7]([O:9]C)=[O:8].[OH-].[Na+].Cl, predict the reaction product. The product is: [Cl:1][C:2]1[CH:3]=[C:4]([N:13]([CH2:21][CH3:22])[CH:14]2[CH2:19][CH2:18][N:17]([CH3:20])[CH2:16][CH2:15]2)[C:5]([CH3:12])=[C:6]([CH:11]=1)[C:7]([OH:9])=[O:8].